From a dataset of NCI-60 drug combinations with 297,098 pairs across 59 cell lines. Regression. Given two drug SMILES strings and cell line genomic features, predict the synergy score measuring deviation from expected non-interaction effect. (1) Drug 1: COC1=C(C=C2C(=C1)N=CN=C2NC3=CC(=C(C=C3)F)Cl)OCCCN4CCOCC4. Drug 2: CS(=O)(=O)OCCCCOS(=O)(=O)C. Cell line: LOX IMVI. Synergy scores: CSS=30.4, Synergy_ZIP=-5.24, Synergy_Bliss=0.956, Synergy_Loewe=2.78, Synergy_HSA=4.83. (2) Drug 1: CCN(CC)CCNC(=O)C1=C(NC(=C1C)C=C2C3=C(C=CC(=C3)F)NC2=O)C. Drug 2: C1=CC=C(C(=C1)C(C2=CC=C(C=C2)Cl)C(Cl)Cl)Cl. Cell line: EKVX. Synergy scores: CSS=1.35, Synergy_ZIP=1.70, Synergy_Bliss=3.78, Synergy_Loewe=1.14, Synergy_HSA=1.81.